This data is from Full USPTO retrosynthesis dataset with 1.9M reactions from patents (1976-2016). The task is: Predict the reactants needed to synthesize the given product. Given the product [Cl:1][C:2]1[CH:7]=[C:6]([NH:29][C:28]2[CH:27]=[CH:26][C:25]([O:24][Si:23]([C:20]([CH3:22])([CH3:21])[CH3:19])([CH3:32])[CH3:33])=[CH:31][CH:30]=2)[C:5]([N+:9]([O-:11])=[O:10])=[CH:4][N:3]=1, predict the reactants needed to synthesize it. The reactants are: [Cl:1][C:2]1[CH:7]=[C:6](Cl)[C:5]([N+:9]([O-:11])=[O:10])=[CH:4][N:3]=1.C(N(CC)CC)C.[CH3:19][C:20]([Si:23]([CH3:33])([CH3:32])[O:24][C:25]1[CH:31]=[CH:30][C:28]([NH2:29])=[CH:27][CH:26]=1)([CH3:22])[CH3:21].O.